The task is: Predict the reactants needed to synthesize the given product.. This data is from Full USPTO retrosynthesis dataset with 1.9M reactions from patents (1976-2016). (1) Given the product [CH2:1]([C:5]1[N:10]=[C:9]([CH3:11])[N:8]([C:12]2[N:17]=[CH:16][C:15]([O:18][CH2:42][CH3:43])=[CH:14][N:13]=2)[C:7](=[O:19])[C:6]=1[CH2:20][C:21]1[CH:22]=[CH:23][C:24]([C:27]2[C:28]([C:33]#[N:34])=[CH:29][CH:30]=[CH:31][CH:32]=2)=[CH:25][CH:26]=1)[CH2:2][CH2:3][CH3:4], predict the reactants needed to synthesize it. The reactants are: [CH2:1]([C:5]1[N:10]=[C:9]([CH3:11])[N:8]([C:12]2[N:17]=[CH:16][C:15]([OH:18])=[CH:14][N:13]=2)[C:7](=[O:19])[C:6]=1[CH2:20][C:21]1[CH:26]=[CH:25][C:24]([C:27]2[C:28]([C:33]#[N:34])=[CH:29][CH:30]=[CH:31][CH:32]=2)=[CH:23][CH:22]=1)[CH2:2][CH2:3][CH3:4].C(=O)([O-])[O-].[K+].[K+].I[CH2:42][CH3:43]. (2) Given the product [F:1][C:2]1[CH:3]=[C:4]([CH:7]=[CH:8][C:9]=1[N+:10]([O-:12])=[O:11])[C:5]([NH2:6])=[O:14], predict the reactants needed to synthesize it. The reactants are: [F:1][C:2]1[CH:3]=[C:4]([CH:7]=[CH:8][C:9]=1[N+:10]([O-:12])=[O:11])[C:5]#[N:6].C([O-])([O-])=[O:14].[K+].[K+].C(N)(N)=O.OO.C(Cl)Cl. (3) The reactants are: C[O:2][C:3]([C:5]1[C:14]([OH:15])=[C:13]2[C:8]([CH2:9][C:10]([CH3:18])([CH3:17])[O:11][C:12]2=[O:16])=[CH:7][CH:6]=1)=[O:4].[OH-].[Na+]. Given the product [OH:15][C:14]1[C:5]([C:3]([OH:4])=[O:2])=[CH:6][CH:7]=[C:8]2[C:13]=1[C:12](=[O:16])[O:11][C:10]([CH3:18])([CH3:17])[CH2:9]2, predict the reactants needed to synthesize it. (4) Given the product [N:15]1[CH:14]=[N:13][N:11]2[CH:12]=[C:7]([C:6]3[N:5]([C:16]4[CH:21]=[CH:20][CH:19]=[CH:18][CH:17]=4)[C:4](=[O:23])[N:3]([CH2:38][CH:39]4[CH2:42][CH2:41][CH2:40]4)[C:2]=3[CH3:1])[CH:8]=[CH:9][C:10]=12, predict the reactants needed to synthesize it. The reactants are: [CH3:1][C:2]1[NH:3][C:4](=[O:23])[N:5]([C:16]2[CH:17]=[C:18](C)[CH:19]=[CH:20][CH:21]=2)[C:6]=1[C:7]1[CH:8]=[CH:9][C:10]2[N:11]([N:13]=[CH:14][N:15]=2)[CH:12]=1.CN(C)C=O.CC(C)([O-])C.[K+].[I-].[Na+].Br[CH2:38][CH:39]1[CH2:42][CH2:41][CH2:40]1. (5) Given the product [F:20][C:17]1[CH:16]=[CH:15][C:14]([CH2:13][N:12]2[CH2:11][CH:5]([CH2:6][CH:7]=[C:8]([CH3:9])[CH3:10])[C:4]([OH:21])=[C:37]([C:32]3[NH:31][C:30]4[CH:41]=[CH:42][C:27]([NH:26][S:23]([CH3:22])(=[O:25])=[O:24])=[CH:28][C:29]=4[S:34](=[O:35])(=[O:36])[N:33]=3)[C:38]2=[O:39])=[CH:19][CH:18]=1, predict the reactants needed to synthesize it. The reactants are: C(O[C:4](=[O:21])[CH:5]([CH2:11][NH:12][CH2:13][C:14]1[CH:19]=[CH:18][C:17]([F:20])=[CH:16][CH:15]=1)[CH2:6][CH:7]=[C:8]([CH3:10])[CH3:9])C.[CH3:22][S:23]([NH:26][C:27]1[CH:42]=[CH:41][C:30]2[NH:31][C:32]([CH2:37][C:38](O)=[O:39])=[N:33][S:34](=[O:36])(=[O:35])[C:29]=2[CH:28]=1)(=[O:25])=[O:24].Cl.CN(C)CCCN=C=NCC.CN1CCOCC1.[H-].[Na+]. (6) Given the product [Br:1][C:2]1[CH:3]=[CH:4][C:5]([C:8]2[O:12][N:11]=[C:10]([CH3:13])[C:9]=2[CH2:14][C:15]([N:19]2[CH2:20][C:21]3[C:26](=[CH:25][CH:24]=[CH:23][CH:22]=3)[CH2:18]2)=[O:17])=[CH:6][CH:7]=1, predict the reactants needed to synthesize it. The reactants are: [Br:1][C:2]1[CH:7]=[CH:6][C:5]([C:8]2[O:12][N:11]=[C:10]([CH3:13])[C:9]=2[CH2:14][C:15]([OH:17])=O)=[CH:4][CH:3]=1.[CH2:18]1[C:26]2[C:21](=[CH:22][CH:23]=[CH:24][CH:25]=2)[CH2:20][NH:19]1. (7) The reactants are: [CH2:1]([NH:5][C:6]1[N:11]2[N:12]=[C:13]([C:22]3[CH:27]=[CH:26][C:25]([F:28])=[CH:24][CH:23]=3)[C:14]([C:15]3[CH:20]=[CH:19][N:18]=[C:17]([S-:21])[N:16]=3)=[C:10]2[CH:9]=[CH:8][CH:7]=1)[CH2:2][CH2:3][CH3:4].I[CH3:30].[OH-].[Na+]. Given the product [CH2:1]([NH:5][C:6]1[N:11]2[N:12]=[C:13]([C:22]3[CH:23]=[CH:24][C:25]([F:28])=[CH:26][CH:27]=3)[C:14]([C:15]3[CH:20]=[CH:19][N:18]=[C:17]([S:21][CH3:30])[N:16]=3)=[C:10]2[CH:9]=[CH:8][CH:7]=1)[CH2:2][CH2:3][CH3:4], predict the reactants needed to synthesize it. (8) Given the product [CH2:9]([O:8][C:6](=[O:7])[C:5](=[C:29]1[CH2:30][CH2:31][N:26]([C:19]([O:21][C:22]([CH3:25])([CH3:24])[CH3:23])=[O:20])[CH2:27][CH2:28]1)[CH2:4][CH3:3])[CH3:10], predict the reactants needed to synthesize it. The reactants are: [H-].[Na+].[CH3:3][CH2:4][CH:5](P(OCC)(OCC)=O)[C:6]([O:8][CH2:9][CH3:10])=[O:7].[C:19]([N:26]1[CH2:31][CH2:30][C:29](=O)[CH2:28][CH2:27]1)([O:21][C:22]([CH3:25])([CH3:24])[CH3:23])=[O:20].